From a dataset of Rat liver microsome stability data. Regression/Classification. Given a drug SMILES string, predict its absorption, distribution, metabolism, or excretion properties. Task type varies by dataset: regression for continuous measurements (e.g., permeability, clearance, half-life) or binary classification for categorical outcomes (e.g., BBB penetration, CYP inhibition). Dataset: rlm. (1) The compound is CCCCn1cc2c(c1-c1ccc(Br)cc1)c(=O)n(C)c(=O)n2C. The result is 1 (stable in rat liver microsomes). (2) The compound is Oc1ccc(-c2cc(-c3cccc(O)c3)cs2)cc1. The result is 1 (stable in rat liver microsomes). (3) The result is 1 (stable in rat liver microsomes). The compound is CCS(=O)(=O)c1cccc(Oc2cccc(-n3c(C)nc4c(Cl)cccc43)c2)c1. (4) The compound is O=C(Nc1nc(-c2ccccc2)cs1)c1ccncc1NS(=O)(=O)c1cccnc1. The result is 1 (stable in rat liver microsomes).